Dataset: Forward reaction prediction with 1.9M reactions from USPTO patents (1976-2016). Task: Predict the product of the given reaction. (1) Given the reactants Cl[C:2]1[C:11]2[C:6](=[CH:7][CH:8]=[C:9]([I:12])[CH:10]=2)[N:5]=[CH:4][CH:3]=1.[CH3:13][C:14]1[C:18]([CH3:19])=[C:17]([NH2:20])[NH:16][N:15]=1.Cl, predict the reaction product. The product is: [CH3:19][C:18]1[C:17]([NH:20][C:2]2[C:11]3[C:6](=[CH:7][CH:8]=[C:9]([I:12])[CH:10]=3)[N:5]=[CH:4][CH:3]=2)=[N:16][NH:15][C:14]=1[CH3:13]. (2) Given the reactants Cl.[CH3:2][O:3][NH2:4].C1N=CN([C:10](N2C=NC=C2)=[O:11])C=1.CCN(C(C)C)C(C)C.[C:26]([O:30][C:31](=[O:52])[NH:32][CH2:33][CH2:34][C@H:35]([N:37]1[CH2:42][CH2:41][CH:40]([NH:43][CH2:44][C:45]2[CH:50]=[CH:49][CH:48]=[C:47]([Cl:51])[CH:46]=2)[CH2:39][CH2:38]1)[CH3:36])([CH3:29])([CH3:28])[CH3:27], predict the reaction product. The product is: [C:26]([O:30][C:31](=[O:52])[NH:32][CH2:33][CH2:34][C@H:35]([N:37]1[CH2:38][CH2:39][CH:40]([N:43]([CH2:44][C:45]2[CH:50]=[CH:49][CH:48]=[C:47]([Cl:51])[CH:46]=2)[C:10]([NH:4][O:3][CH3:2])=[O:11])[CH2:41][CH2:42]1)[CH3:36])([CH3:27])([CH3:28])[CH3:29]. (3) The product is: [CH3:2][C:3]1([N:6]2[CH2:15][CH2:16][C:17]3[N:18]=[CH:19][S:20][C:21]=3[CH2:22]2)[CH2:5][CH2:4]1. Given the reactants Cl.[CH3:2][C:3]1([NH2:6])[CH2:5][CH2:4]1.ClCCl.CS(O[CH2:15][CH2:16][C:17]1[N:18]=[CH:19][S:20][C:21]=1[CH2:22]OS(C)(=O)=O)(=O)=O, predict the reaction product. (4) Given the reactants CC1(C)OB([C:7]2[CH:15]=[CH:14][C:10]([C:11]([OH:13])=[O:12])=[CH:9][CH:8]=2)OC1(C)C.Br[C:20]1[CH:29]=[CH:28][C:23]2[N:24]([CH3:27])[CH:25]=[N:26][C:22]=2[CH:21]=1.C(=O)([O-])[O-].[Na+].[Na+].O, predict the reaction product. The product is: [CH3:27][N:24]1[C:23]2[CH:28]=[CH:29][C:20]([C:7]3[CH:8]=[CH:9][C:10]([C:11]([OH:13])=[O:12])=[CH:14][CH:15]=3)=[CH:21][C:22]=2[N:26]=[CH:25]1. (5) Given the reactants C[NH3+].F[P-](F)(F)(F)(F)F.N1(OC(N(C)C)=[N+](C)C)[C:14]2[N:15]=[CH:16]C=CC=2N=N1.F[P-](F)(F)(F)(F)F.[F:34][C:35]1[CH:40]=[CH:39][C:38]([N:41]2[C:45]3[CH:46]=[C:47]4[C@:52]([C:54](=[O:61])[C:55]5[CH:60]=[CH:59][CH:58]=[CH:57][N:56]=5)([CH2:53][C:44]=3[CH:43]=[N:42]2)[CH2:51][N:50]([S:62]([C:65]2[CH:66]=[C:67]([CH:71]=[CH:72][CH:73]=2)[C:68]([OH:70])=O)(=[O:64])=[O:63])[CH2:49][CH2:48]4)=[CH:37][CH:36]=1.CNC.C(N(CC)CC)C, predict the reaction product. The product is: [F:34][C:35]1[CH:36]=[CH:37][C:38]([N:41]2[C:45]3[CH:46]=[C:47]4[C@:52]([C:54](=[O:61])[C:55]5[CH:60]=[CH:59][CH:58]=[CH:57][N:56]=5)([CH2:53][C:44]=3[CH:43]=[N:42]2)[CH2:51][N:50]([S:62]([C:65]2[CH:66]=[C:67]([CH:71]=[CH:72][CH:73]=2)[C:68]([N:15]([CH3:16])[CH3:14])=[O:70])(=[O:64])=[O:63])[CH2:49][CH2:48]4)=[CH:39][CH:40]=1. (6) Given the reactants [C:1]([O:5][C:6](=[O:28])[CH2:7][O:8][C:9]1[CH:14]=[CH:13][C:12]([NH:15][C:16]([O:18][CH2:19][C:20]2[CH:25]=[CH:24][CH:23]=[CH:22][CH:21]=2)=[O:17])=[CH:11][C:10]=1[C:26]#[N:27])([CH3:4])([CH3:3])[CH3:2].[H-].[Na+].[CH3:31]I.[Cl-].[NH4+], predict the reaction product. The product is: [C:1]([O:5][C:6](=[O:28])[CH2:7][O:8][C:9]1[CH:14]=[CH:13][C:12]([N:15]([C:16]([O:18][CH2:19][C:20]2[CH:25]=[CH:24][CH:23]=[CH:22][CH:21]=2)=[O:17])[CH3:31])=[CH:11][C:10]=1[C:26]#[N:27])([CH3:4])([CH3:2])[CH3:3]. (7) Given the reactants [C:1]([O:5][C:6]([N:8]1[CH2:12][CH2:11][CH2:10][CH:9]1[C:13]1[NH:14][C:15]([C:18]2[CH:19]=[CH:20][C:21]3[C:30]4[C:25](=[CH:26][C:27](Br)=[CH:28][CH:29]=4)[O:24][CH2:23][C:22]=3[CH:32]=2)=[CH:16][N:17]=1)=[O:7])([CH3:4])([CH3:3])[CH3:2].[C:33]([O:37][C:38]([N:40]1[CH2:44][CH2:43][CH2:42][CH:41]1[C:45]1[NH:49][C:48]2[CH:50]=[C:51](B3OC(C)(C)C(C)(C)O3)[CH:52]=[CH:53][C:47]=2[N:46]=1)=[O:39])([CH3:36])([CH3:35])[CH3:34].C(=O)([O-])[O-].[K+].[K+], predict the reaction product. The product is: [C:1]([O:5][C:6]([N:8]1[CH2:12][CH2:11][CH2:10][CH:9]1[C:13]1[NH:14][C:15]([C:18]2[CH:19]=[CH:20][C:21]3[C:30]4[C:25](=[CH:26][C:27]([C:51]5[CH:52]=[CH:53][C:47]6[N:46]=[C:45]([CH:41]7[CH2:42][CH2:43][CH2:44][N:40]7[C:38]([O:37][C:33]([CH3:34])([CH3:35])[CH3:36])=[O:39])[NH:49][C:48]=6[CH:50]=5)=[CH:28][CH:29]=4)[O:24][CH2:23][C:22]=3[CH:32]=2)=[CH:16][N:17]=1)=[O:7])([CH3:4])([CH3:3])[CH3:2].